This data is from Reaction yield outcomes from USPTO patents with 853,638 reactions. The task is: Predict the reaction yield, written as a fraction of the theoretical maximum amount of product (1.0 means a 100% yield; for example, 0.34 means a 34% yield). (1) The reactants are [Br:1][C:2]1[C:3]([OH:10])=[C:4]([CH:7]=[CH:8][CH:9]=1)[CH:5]=O.Br[CH2:12][C:13]([C:15]1[CH:20]=[CH:19][C:18]([F:21])=[C:17]([Cl:22])[CH:16]=1)=[O:14]. No catalyst specified. The product is [Br:1][C:2]1[C:3]2[O:10][C:12]([C:13]([C:15]3[CH:20]=[CH:19][C:18]([F:21])=[C:17]([Cl:22])[CH:16]=3)=[O:14])=[CH:5][C:4]=2[CH:7]=[CH:8][CH:9]=1. The yield is 0.350. (2) The reactants are [O:1]([C:8]1[CH:9]=[C:10]([C:14]2[CH:18]=[C:17]([CH2:19][CH2:20][CH:21]=O)[O:16][N:15]=2)[CH:11]=[CH:12][CH:13]=1)[C:2]1[CH:7]=[CH:6][CH:5]=[CH:4][CH:3]=1.[CH2:23]([N:30]1[CH2:35][CH2:34][NH:33][CH2:32][CH2:31]1)[C:24]1[CH:29]=[CH:28][CH:27]=[CH:26][CH:25]=1.[BH-](OC(C)=O)(OC(C)=O)OC(C)=O.[Na+]. The catalyst is C(Cl)Cl. The product is [CH2:23]([N:30]1[CH2:35][CH2:34][N:33]([CH2:21][CH2:20][CH2:19][C:17]2[O:16][N:15]=[C:14]([C:10]3[CH:11]=[CH:12][CH:13]=[C:8]([O:1][C:2]4[CH:3]=[CH:4][CH:5]=[CH:6][CH:7]=4)[CH:9]=3)[CH:18]=2)[CH2:32][CH2:31]1)[C:24]1[CH:25]=[CH:26][CH:27]=[CH:28][CH:29]=1. The yield is 0.976. (3) The reactants are Cl[C:2]1[CH:7]=[C:6]([C:8]([F:11])([F:10])[F:9])[CH:5]=[C:4]([CH2:12][O:13][CH2:14][C:15]2([C:22]3[CH:27]=[CH:26][C:25]([F:28])=[CH:24][CH:23]=3)[CH2:20][CH2:19][N:18]([CH3:21])[CH2:17][CH2:16]2)[N:3]=1.[CH:29]1(B(O)O)[CH2:31][CH2:30]1.C(=O)([O-])[O-].[Cs+].[Cs+]. The catalyst is C1(C)C=CC=CC=1. The product is [CH:29]1([C:2]2[CH:7]=[C:6]([C:8]([F:11])([F:10])[F:9])[CH:5]=[C:4]([CH2:12][O:13][CH2:14][C:15]3([C:22]4[CH:27]=[CH:26][C:25]([F:28])=[CH:24][CH:23]=4)[CH2:20][CH2:19][N:18]([CH3:21])[CH2:17][CH2:16]3)[N:3]=2)[CH2:31][CH2:30]1. The yield is 0.687.